This data is from Forward reaction prediction with 1.9M reactions from USPTO patents (1976-2016). The task is: Predict the product of the given reaction. (1) The product is: [CH3:18][C:15]1([CH3:19])[O:14][C@@H:13]([CH2:12][N:10]2[C:3]3[C:4](=[N:5][CH:6]=[CH:7][C:2]=3[I:1])[CH:8]=[N:9]2)[CH2:17][O:16]1. Given the reactants [I:1][C:2]1[CH:7]=[CH:6][N:5]=[C:4]2[CH:8]=[N:9][NH:10][C:3]=12.Cl[CH2:12][C@H:13]1[CH2:17][O:16][C:15]([CH3:19])([CH3:18])[O:14]1.C(=O)([O-])[O-].[Cs+].[Cs+].O, predict the reaction product. (2) Given the reactants OCC1C(N2CCN3C4CCCCC=4C=C3C2=O)=NC=CC=1C1C=C(NC2C=C3CN(C)CCN3N=2)C(=O)N(C)C=1.C([O:45][CH2:46][C:47]1[C:48]([N:80]2[CH2:92][CH2:91][N:83]3[C:84]4[CH2:85][CH2:86][CH2:87][CH2:88][C:89]=4[CH:90]=[C:82]3[C:81]2=[O:93])=[N:49][CH:50]=[CH:51][C:52]=1[C:53]1[CH:58]=[C:57]([NH:59][C:60]2[CH:65]=[CH:64][C:63]([N:66]3[CH2:71][C@@H:70]([CH3:72])[N:69]([CH:73]4[CH2:76][O:75][CH2:74]4)[CH2:68][C@@H:67]3[CH3:77])=[CH:62][N:61]=2)[C:56](=[O:78])[N:55]([CH3:79])[CH:54]=1)(=O)C.[OH-].[Li+], predict the reaction product. The product is: [CH3:77][C@H:67]1[CH2:68][N:69]([CH:73]2[CH2:76][O:75][CH2:74]2)[C@H:70]([CH3:72])[CH2:71][N:66]1[C:63]1[CH:64]=[CH:65][C:60]([NH:59][C:57]2[C:56](=[O:78])[N:55]([CH3:79])[CH:54]=[C:53]([C:52]3[CH:51]=[CH:50][N:49]=[C:48]([N:80]4[CH2:92][CH2:91][N:83]5[C:84]6[CH2:85][CH2:86][CH2:87][CH2:88][C:89]=6[CH:90]=[C:82]5[C:81]4=[O:93])[C:47]=3[CH2:46][OH:45])[CH:58]=2)=[N:61][CH:62]=1. (3) Given the reactants Cl[C:2]1[C:3]([C:18]2[CH:23]=[CH:22][CH:21]=[CH:20][CH:19]=2)=[N:4][C:5]2[CH:6]=[CH:7][C:8]([O:16][CH3:17])=[C:9]([C:12]([O:14][CH3:15])=[O:13])[C:10]=2[N:11]=1.C([Sn](CCCC)(CCCC)[C:29]1[S:30][CH:31]=[CH:32][N:33]=1)CCC, predict the reaction product. The product is: [CH3:17][O:16][C:8]1[CH:7]=[CH:6][C:5]2[N:4]=[C:3]([C:18]3[CH:23]=[CH:22][CH:21]=[CH:20][CH:19]=3)[C:2]([C:29]3[S:30][CH:31]=[CH:32][N:33]=3)=[N:11][C:10]=2[C:9]=1[C:12]([O:14][CH3:15])=[O:13]. (4) Given the reactants C(OC([N:8]1[C@@H:13]([CH2:14][O:15][Si](C(C)(C)C)(C2C=CC=CC=2)C2C=CC=CC=2)[CH2:12][O:11][C@@H:10]([C:33]2[N:37]3[CH:38]=[CH:39][N:40]=[C:41]([NH:42]CC4C=CC(OC)=CC=4OC)[C:36]3=[C:35]([C:54]3[CH:59]=[CH:58][C:57]([C:60](=[O:72])[NH:61][C:62]4[CH:67]=[C:66]([C:68]([F:71])([F:70])[F:69])[CH:65]=[CH:64][N:63]=4)=[CH:56][CH:55]=3)[N:34]=2)[CH2:9]1)=O)(C)(C)C, predict the reaction product. The product is: [NH2:42][C:41]1[C:36]2[N:37]([C:33]([C@@H:10]3[O:11][CH2:12][C@H:13]([CH2:14][OH:15])[NH:8][CH2:9]3)=[N:34][C:35]=2[C:54]2[CH:59]=[CH:58][C:57]([C:60]([NH:61][C:62]3[CH:67]=[C:66]([C:68]([F:69])([F:71])[F:70])[CH:65]=[CH:64][N:63]=3)=[O:72])=[CH:56][CH:55]=2)[CH:38]=[CH:39][N:40]=1. (5) Given the reactants [Br:1][C:2]1[CH:7]=[CH:6][C:5](B(O)O)=[CH:4][CH:3]=1.[N-:11]=[N+:12]=[N-:13].[Na+], predict the reaction product. The product is: [N:11]([C:5]1[CH:6]=[CH:7][C:2]([Br:1])=[CH:3][CH:4]=1)=[N+:12]=[N-:13].